Predict the reaction yield, written as a fraction of the theoretical maximum amount of product (1.0 means a 100% yield; for example, 0.34 means a 34% yield). From a dataset of Reaction yield outcomes from USPTO patents with 853,638 reactions. (1) The reactants are [C:1]([C:4]1[CH:9]=[CH:8][C:7]([C:10]2[CH:15]=[CH:14][CH:13]=[CH:12][CH:11]=2)=[CH:6][CH:5]=1)(=O)[CH3:2].Cl.[CH2:17]([O:19][C:20](=[O:23])[CH2:21][NH2:22])C.[BH4-].[Na+]. The catalyst is CO.CC(C)[O-].[Ti+4].CC(C)[O-].CC(C)[O-].CC(C)[O-]. The product is [CH3:17][O:19][C:20](=[O:23])[CH2:21][NH:22][CH:1]([C:4]1[CH:9]=[CH:8][C:7]([C:10]2[CH:15]=[CH:14][CH:13]=[CH:12][CH:11]=2)=[CH:6][CH:5]=1)[CH3:2]. The yield is 0.217. (2) The reactants are Cl.[Sn](Cl)Cl.[N+:5]([C:8]1[CH:13]=[C:12]([C:14]([F:17])([F:16])[F:15])[CH:11]=[CH:10][C:9]=1[N:18]1[CH2:24][CH2:23][CH2:22][CH2:21][CH2:20][CH2:19]1)([O-])=O.C(=O)([O-])O.[Na+]. The catalyst is CO. The product is [NH2:5][C:8]1[CH:13]=[C:12]([C:14]([F:15])([F:16])[F:17])[CH:11]=[CH:10][C:9]=1[N:18]1[CH2:24][CH2:23][CH2:22][CH2:21][CH2:20][CH2:19]1. The yield is 0.863. (3) The reactants are [CH3:1][C@H:2]1[C@@H:7]2[CH2:8][CH2:9][C:10]3[CH:11]=[N:12][C:13]([C:16]4[CH:21]=[N:20][CH:19]=[CH:18][N:17]=4)=[N:14][C:15]=3[C@@:6]2([C:22]2[CH:27]=[CH:26][CH:25]=[CH:24][CH:23]=2)[CH2:5][CH:4]([C:28]#[N:29])[C:3]1=[O:30].BrN1C(C)(C)C(=O)N(Br)C1=O.N1C=CC=CC=1. The catalyst is CN(C)C=O.O. The product is [CH3:1][C@H:2]1[C@@H:7]2[CH2:8][CH2:9][C:10]3[CH:11]=[N:12][C:13]([C:16]4[CH:21]=[N:20][CH:19]=[CH:18][N:17]=4)=[N:14][C:15]=3[C@@:6]2([C:22]2[CH:27]=[CH:26][CH:25]=[CH:24][CH:23]=2)[CH:5]=[C:4]([C:28]#[N:29])[C:3]1=[O:30]. The yield is 0.360. (4) The reactants are [C:1]([C:3]1[CH:8]=[CH:7][C:6]([S:9]([N:12]2[C:16]([C:17]3[CH:22]=[CH:21][CH:20]=[CH:19][CH:18]=3)=[CH:15][C:14]([CH2:23][NH:24][C:25](=O)OC(C)(C)C)=[CH:13]2)(=[O:11])=[O:10])=[CH:5][C:4]=1[F:32])#[N:2].C(OCC)(=O)C.[ClH:39]. No catalyst specified. The product is [ClH:39].[F:32][C:4]1[CH:5]=[C:6]([S:9]([N:12]2[CH:13]=[C:14]([CH2:23][NH:24][CH3:25])[CH:15]=[C:16]2[C:17]2[CH:18]=[CH:19][CH:20]=[CH:21][CH:22]=2)(=[O:11])=[O:10])[CH:7]=[CH:8][C:3]=1[C:1]#[N:2]. The yield is 0.140. (5) The reactants are [C:1]([O:5][C:6]1[CH:11]=[CH:10][C:9]([CH2:12][CH:13]([NH:17][C:18]([O:20][CH2:21][CH:22]2[C:34]3[CH:33]=[CH:32][CH:31]=[CH:30][C:29]=3[C:28]3[C:23]2=[CH:24][CH:25]=[CH:26][CH:27]=3)=[O:19])[C:14](O)=[O:15])=[CH:8][CH:7]=1)([CH3:4])([CH3:3])[CH3:2].CN1CCOCC1.ClC(OCC(C)C)=O.[C:50]1([C:56]2[N:57]=[C:58]([CH:61]3[CH2:70][C:69]4[C:64](=[CH:65][CH:66]=[CH:67][CH:68]=4)[CH2:63][NH:62]3)[NH:59][CH:60]=2)[CH:55]=[CH:54][CH:53]=[CH:52][CH:51]=1. The catalyst is ClCCl. The product is [CH:24]1[C:23]2[CH:22]([CH2:21][O:20][C:18](=[O:19])[NH:17][CH:13]([CH2:12][C:9]3[CH:8]=[CH:7][C:6]([O:5][C:1]([CH3:3])([CH3:2])[CH3:4])=[CH:11][CH:10]=3)[C:14](=[O:15])[N:62]3[CH:61]([C:58]4[NH:59][CH:60]=[C:56]([C:50]5[CH:51]=[CH:52][CH:53]=[CH:54][CH:55]=5)[N:57]=4)[CH2:70][C:69]4[C:64](=[CH:65][CH:66]=[CH:67][CH:68]=4)[CH2:63]3)[C:34]3[C:29](=[CH:30][CH:31]=[CH:32][CH:33]=3)[C:28]=2[CH:27]=[CH:26][CH:25]=1. The yield is 0.880. (6) The reactants are [CH2:1]([N:8]1[CH:12]=[CH:11][N:10]=[C:9]1[C:13]1[S:17][C:16](Br)=[C:15]([C:19]#[N:20])[C:14]=1[C:21]1[CH:26]=[CH:25][C:24]([Cl:27])=[CH:23][C:22]=1[Cl:28])[C:2]1[CH:7]=[CH:6][CH:5]=[CH:4][CH:3]=1.C[Sn](C)(C)[C:31]1[CH:36]=[CH:35][N:34]=[C:33]([NH:37][C:38](=[O:40])[CH3:39])[CH:32]=1.[Cl-].[Li+]. The catalyst is O1CCOCC1.[Cu]I.C1C=CC([P]([Pd]([P](C2C=CC=CC=2)(C2C=CC=CC=2)C2C=CC=CC=2)([P](C2C=CC=CC=2)(C2C=CC=CC=2)C2C=CC=CC=2)[P](C2C=CC=CC=2)(C2C=CC=CC=2)C2C=CC=CC=2)(C2C=CC=CC=2)C2C=CC=CC=2)=CC=1. The product is [CH2:1]([N:8]1[CH:12]=[CH:11][N:10]=[C:9]1[C:13]1[S:17][C:16]([C:31]2[CH:36]=[CH:35][N:34]=[C:33]([NH:37][C:38](=[O:40])[CH3:39])[CH:32]=2)=[C:15]([C:19]#[N:20])[C:14]=1[C:21]1[CH:26]=[CH:25][C:24]([Cl:27])=[CH:23][C:22]=1[Cl:28])[C:2]1[CH:7]=[CH:6][CH:5]=[CH:4][CH:3]=1. The yield is 0.600. (7) The reactants are [CH:1](=[N:8][C:9]1[CH:17]=[CH:16][CH:15]=[C:14]2[C:10]=1[CH2:11][O:12][C:13]2=[O:18])[C:2]1[CH:7]=[CH:6][CH:5]=[CH:4][CH:3]=1.[CH:19](=O)[CH:20]([CH3:22])[CH3:21].[CH3:24][O-:25].[Na+]. The catalyst is C(OCC)(=O)CC. The product is [CH:20]([CH:22]1[C:24](=[O:25])[C:10]2[C:14]([C:13]([O:12][CH3:11])=[O:18])=[CH:15][CH:16]=[CH:17][C:9]=2[NH:8][CH:1]1[C:2]1[CH:7]=[CH:6][CH:5]=[CH:4][CH:3]=1)([CH3:21])[CH3:19]. The yield is 0.110.